Dataset: Peptide-MHC class I binding affinity with 185,985 pairs from IEDB/IMGT. Task: Regression. Given a peptide amino acid sequence and an MHC pseudo amino acid sequence, predict their binding affinity value. This is MHC class I binding data. (1) The peptide sequence is KYPLPTRLKI. The MHC is H-2-Db with pseudo-sequence H-2-Db. The binding affinity (normalized) is 0.0716. (2) The peptide sequence is LLRDNRAAL. The MHC is HLA-B08:01 with pseudo-sequence HLA-B08:01. The binding affinity (normalized) is 0.595.